This data is from Full USPTO retrosynthesis dataset with 1.9M reactions from patents (1976-2016). The task is: Predict the reactants needed to synthesize the given product. (1) Given the product [CH3:39][O:40][N:41]([CH3:49])[C:42]([C@H:43]1[CH2:47][CH2:46][CH2:45][N:44]1[C:9]1[C:23]([O:24][C:25]2[CH:30]=[CH:29][C:28]([S:31]([CH3:34])(=[O:33])=[O:32])=[CH:27][CH:26]=2)=[CH:22][C:12]2[N:13]=[C:14]([C:16]3[CH:21]=[CH:20][CH:19]=[CH:18][N:17]=3)[NH:15][C:11]=2[CH:10]=1)=[O:48], predict the reactants needed to synthesize it. The reactants are: C(OC(C1C=CC=CC=1O[C:9]1[C:23]([O:24][C:25]2[CH:30]=[CH:29][C:28]([S:31]([CH3:34])(=[O:33])=[O:32])=[CH:27][CH:26]=2)=[CH:22][C:12]2[NH:13][C:14]([C:16]3[CH:21]=[CH:20][CH:19]=[CH:18][N:17]=3)=[N:15][C:11]=2[CH:10]=1)=O)C.[CH3:39][O:40][N:41]([CH3:49])[C:42](=[O:48])[C@H:43]1[CH2:47][CH2:46][CH2:45][NH:44]1. (2) Given the product [CH3:1][O:2][C:3]([C:5]1[N:6]([CH3:17])[N:7]=[C:8]([C:10]2[CH:15]=[CH:14][CH:13]=[CH:12][C:11]=2[C:22]2[O:18][C:19]3[CH:29]=[CH:28][CH:27]=[CH:26][C:20]=3[CH:21]=2)[CH:9]=1)=[O:4], predict the reactants needed to synthesize it. The reactants are: [CH3:1][O:2][C:3]([C:5]1[N:6]([CH3:17])[N:7]=[C:8]([C:10]2[CH:15]=[CH:14][CH:13]=[C:12](Br)[CH:11]=2)[CH:9]=1)=[O:4].[O:18]1[C:22](B(O)O)=[CH:21][C:20]2[CH:26]=[CH:27][CH:28]=[CH:29][C:19]1=2.[O-]P([O-])([O-])=O.[K+].[K+].[K+].C1(P(C2CCCCC2)C2CCCCC2)CCCCC1. (3) Given the product [I:1][C:3]1[C:4]2[CH:11]=[CH:10][NH:9][C:5]=2[N:6]=[CH:7][N:8]=1, predict the reactants needed to synthesize it. The reactants are: [IH:1].Cl[C:3]1[C:4]2[CH:11]=[CH:10][NH:9][C:5]=2[N:6]=[CH:7][N:8]=1. (4) Given the product [CH3:13][O:14][C:15]1[CH:20]=[C:19]([C:2]2[CH:3]=[N:4][N:5]([C:7]3[CH:12]=[CH:11][CH:10]=[CH:9][N:8]=3)[CH:6]=2)[CH:18]=[CH:17][CH:16]=1, predict the reactants needed to synthesize it. The reactants are: Br[C:2]1[CH:3]=[N:4][N:5]([C:7]2[CH:12]=[CH:11][CH:10]=[CH:9][N:8]=2)[CH:6]=1.[CH3:13][O:14][C:15]1[CH:16]=[C:17](B(O)O)[CH:18]=[CH:19][CH:20]=1.C(=O)([O-])[O-].[K+].[K+]. (5) Given the product [CH2:1]([O:3][C:4]1[CH:9]=[CH:8][C:7]([N:10]2[C:14]3[CH:15]=[CH:16][C:17]([CH2:19][NH:27][C:26]4[CH:28]=[CH:29][C:23]([CH2:21][CH3:22])=[CH:24][CH:25]=4)=[CH:18][C:13]=3[N:12]=[CH:11]2)=[CH:6][CH:5]=1)[CH3:2], predict the reactants needed to synthesize it. The reactants are: [CH2:1]([O:3][C:4]1[CH:9]=[CH:8][C:7]([N:10]2[C:14]3[CH:15]=[CH:16][C:17]([CH:19]=O)=[CH:18][C:13]=3[N:12]=[CH:11]2)=[CH:6][CH:5]=1)[CH3:2].[CH2:21]([C:23]1[CH:29]=[CH:28][C:26]([NH2:27])=[CH:25][CH:24]=1)[CH3:22].[BH4-].[Na+].C(=O)(O)[O-].[Na+]. (6) Given the product [CH3:1][C:2]1[N:3]=[C:4]([C:13]2[CH:18]=[CH:17][CH:16]=[CH:15][CH:14]=2)[N:5]2[C:10]=1[CH:9]=[N:8][C:7]([NH:49][C:46]1[CH:45]=[CH:44][C:43]([NH:42][C:40](=[O:41])[CH3:39])=[CH:48][CH:47]=1)=[N:6]2, predict the reactants needed to synthesize it. The reactants are: [CH3:1][C:2]1[N:3]=[C:4]([C:13]2[CH:18]=[CH:17][CH:16]=[CH:15][CH:14]=2)[N:5]2[C:10]=1[CH:9]=[N:8][C:7](SC)=[N:6]2.CC1N=C(C2C=CC=CC=2)N2C=1C=NC(S(C)(=O)=O)=N2.[CH3:39][C:40]([NH:42][C:43]1[CH:48]=[CH:47][C:46]([NH2:49])=[CH:45][CH:44]=1)=[O:41]. (7) Given the product [CH3:25][C:26]1[N:27]=[CH:28][C:29]([C:32]2[O:1][N:2]=[C:3]([C:5]3[CH:13]=[CH:12][C:11]4[N:10]5[CH2:14][CH2:15][CH:16]([CH2:17][C:18]([OH:20])=[O:19])[C:9]5=[CH:8][C:7]=4[CH:6]=3)[N:4]=2)=[N:30][CH:31]=1, predict the reactants needed to synthesize it. The reactants are: [OH:1][N:2]=[C:3]([C:5]1[CH:13]=[CH:12][C:11]2[N:10]3[CH2:14][CH2:15][CH:16]([CH2:17][C:18]([O:20]C(C)(C)C)=[O:19])[C:9]3=[CH:8][C:7]=2[CH:6]=1)[NH2:4].[CH3:25][C:26]1[N:27]=[CH:28][C:29]([C:32](O)=O)=[N:30][CH:31]=1. (8) Given the product [Cl:14][C:11]1[CH:12]=[CH:13][C:8]2[N:7]=[C:24]([C:25]3[CH:30]=[CH:29][CH:28]=[C:27]([C:31]4[CH:36]=[CH:35][N:34]=[CH:33][N:32]=4)[CH:26]=3)[CH2:23][C:22](=[O:38])[NH:15][C:9]=2[CH:10]=1, predict the reactants needed to synthesize it. The reactants are: C(OC(=O)[NH:7][C:8]1[CH:13]=[CH:12][C:11]([Cl:14])=[CH:10][C:9]=1[NH2:15])(C)(C)C.C(O[C:22](=[O:38])[CH2:23][C:24](=O)[C:25]1[CH:30]=[CH:29][CH:28]=[C:27]([C:31]2[CH:36]=[CH:35][N:34]=[CH:33][N:32]=2)[CH:26]=1)(C)(C)C. (9) Given the product [CH2:1]=[C:2]1[CH2:5][CH:15]2[N:14]([CH2:13][C:7]3[CH:12]=[CH:11][CH:10]=[CH:9][CH:8]=3)[CH:19]([CH2:20][CH2:21]2)[CH2:3]1, predict the reactants needed to synthesize it. The reactants are: [CH3:1][C:2]([CH3:5])([O-])[CH3:3].[K+].[C:7]1([CH2:13][N:14]2[CH:19]3[CH2:20][CH2:21][CH:15]2CC(=O)C3)[CH:12]=[CH:11][CH:10]=[CH:9][CH:8]=1.